From a dataset of Full USPTO retrosynthesis dataset with 1.9M reactions from patents (1976-2016). Predict the reactants needed to synthesize the given product. (1) Given the product [CH3:18][O:14][C:7]1([C:1]2[CH:6]=[CH:5][CH:4]=[CH:3][CH:2]=2)[CH2:13][CH2:12][CH2:11][CH2:10][CH2:9][CH2:8]1, predict the reactants needed to synthesize it. The reactants are: [C:1]1([C:7]2([OH:14])[CH2:13][CH2:12][CH2:11][CH2:10][CH2:9][CH2:8]2)[CH:6]=[CH:5][CH:4]=[CH:3][CH:2]=1.[H-].[Na+].I[CH3:18]. (2) Given the product [CH3:1][O:2][C:3]1[CH:4]=[C:5]([CH:22]=[CH:23][C:24]=1[O:25][CH3:26])[C:6]([NH:8][C:9]1[C:18]2[C:13](=[CH:14][CH:15]=[CH:16][CH:17]=2)[C:12]([C:19]([Cl:29])=[O:20])=[CH:11][CH:10]=1)=[O:7], predict the reactants needed to synthesize it. The reactants are: [CH3:1][O:2][C:3]1[CH:4]=[C:5]([CH:22]=[CH:23][C:24]=1[O:25][CH3:26])[C:6]([NH:8][C:9]1[C:18]2[C:13](=[CH:14][CH:15]=[CH:16][CH:17]=2)[C:12]([C:19](O)=[O:20])=[CH:11][CH:10]=1)=[O:7].S(Cl)([Cl:29])=O. (3) Given the product [OH:28][C:26]([C:22]1[CH:21]=[C:20]([NH:19][C:16]([C:12]2[NH:13][C:14]3[C:10]([CH:11]=2)=[CH:9][CH:8]=[C:7]([NH:6][S:3]([CH3:2])(=[O:4])=[O:5])[CH:15]=3)=[O:18])[CH:25]=[CH:24][CH:23]=1)([C:29]1[CH:30]=[CH:31][CH:32]=[CH:33][CH:34]=1)[CH3:27], predict the reactants needed to synthesize it. The reactants are: Cl.[CH3:2][S:3]([NH:6][C:7]1[CH:15]=[C:14]2[C:10]([CH:11]=[C:12]([C:16]([OH:18])=O)[NH:13]2)=[CH:9][CH:8]=1)(=[O:5])=[O:4].[NH2:19][C:20]1[CH:21]=[C:22]([C:26]([C:29]2[CH:34]=[CH:33][CH:32]=[CH:31][CH:30]=2)([OH:28])[CH3:27])[CH:23]=[CH:24][CH:25]=1.CN(C(ON1N=NC2C=CC=NC1=2)=[N+](C)C)C.F[P-](F)(F)(F)(F)F.CCN(C(C)C)C(C)C. (4) The reactants are: [F:1][C:2]([F:31])([C:15]([F:30])([F:29])[C:16]([F:28])([F:27])[C:17]([F:26])([F:25])[C:18]([F:24])([F:23])[C:19]([F:22])([F:21])[F:20])[CH2:3][CH2:4][S:5][CH2:6]C(SC(=O)SC)C=C.[CH2:32]([CH2:34]N)O.S1C2C=CC=CC=2N=[C:37]1[S:45][S:46][C:47]1[S:48][C:49]2[CH:55]=[CH:54][CH:53]=[CH:52][C:50]=2[N:51]=1. Given the product [F:1][C:2]([F:31])([C:15]([F:29])([F:30])[C:16]([F:27])([F:28])[C:17]([F:25])([F:26])[C:18]([F:23])([F:24])[C:19]([F:20])([F:21])[F:22])[CH2:3][CH2:4][S:5][CH2:6][CH:37]([S:45][S:46][C:47]1[S:48][C:49]2[CH:55]=[CH:54][CH:53]=[CH:52][C:50]=2[N:51]=1)[CH:32]=[CH2:34], predict the reactants needed to synthesize it. (5) Given the product [NH:1]([C:8]1[C:13]([Br:14])=[CH:12][N:11]=[C:10]([NH:15][C:16]2[CH:21]=[CH:20][C:19]([CH2:22][CH2:23][N:25]3[CH2:29][CH2:28][CH2:27][CH2:26]3)=[CH:18][CH:17]=2)[N:9]=1)[C:2]1[CH:7]=[CH:6][CH:5]=[CH:4][CH:3]=1, predict the reactants needed to synthesize it. The reactants are: [NH:1]([C:8]1[C:13]([Br:14])=[CH:12][N:11]=[C:10]([NH:15][C:16]2[CH:21]=[CH:20][C:19]([CH2:22][CH2:23]O)=[CH:18][CH:17]=2)[N:9]=1)[C:2]1[CH:7]=[CH:6][CH:5]=[CH:4][CH:3]=1.[NH:25]1[CH2:29][CH2:28][CH2:27][CH2:26]1.